This data is from Reaction yield outcomes from USPTO patents with 853,638 reactions. The task is: Predict the reaction yield, written as a fraction of the theoretical maximum amount of product (1.0 means a 100% yield; for example, 0.34 means a 34% yield). (1) The reactants are [CH3:1][O:2][C:3]1[CH:8]=[CH:7][C:6]([C@@H:9]([CH3:25])[C:10](N2[C@@H](CC3C=CC=CC=3)COC2=O)=[O:11])=[CH:5][CH:4]=1.[OH-:26].[Li+].OO. The catalyst is C1COCC1. The product is [CH3:1][O:2][C:3]1[CH:4]=[CH:5][C:6]([C@@H:9]([CH3:25])[C:10]([OH:11])=[O:26])=[CH:7][CH:8]=1. The yield is 0.760. (2) The reactants are [CH3:1][S:2]([C:5]1[CH:10]=[CH:9][C:8]([C:11]2[CH:16]=[CH:15][C:14]([OH:17])=[CH:13][CH:12]=2)=[CH:7][CH:6]=1)(=[O:4])=[O:3].[C:18]([N:25]1[CH2:30][CH2:29][CH:28]([CH2:31]O)[CH2:27][CH2:26]1)([O:20][C:21]([CH3:24])([CH3:23])[CH3:22])=[O:19].C1C=CC(P(C2C=CC=CC=2)C2C=CC=CC=2)=CC=1.N(C(OC(C)C)=O)=NC(OC(C)C)=O. The catalyst is C1COCC1.CCOC(C)=O. The product is [CH3:1][S:2]([C:5]1[CH:6]=[CH:7][C:8]([C:11]2[CH:16]=[CH:15][C:14]([O:17][CH2:31][CH:28]3[CH2:29][CH2:30][N:25]([C:18]([O:20][C:21]([CH3:22])([CH3:24])[CH3:23])=[O:19])[CH2:26][CH2:27]3)=[CH:13][CH:12]=2)=[CH:9][CH:10]=1)(=[O:3])=[O:4]. The yield is 0.740. (3) The reactants are [NH2:1][C@@H:2]1[C@@H:7]([CH3:8])[CH2:6][C@@H:5]([C:9]2[CH:14]=[CH:13][N:12]=[CH:11][C:10]=2[NH:15][C:16](=[O:32])[C:17]2[CH:22]=[CH:21][C:20]([F:23])=[C:19]([C:24]3[C:29]([F:30])=[CH:28][CH:27]=[CH:26][C:25]=3[F:31])[N:18]=2)[CH2:4][C@H:3]1[NH:33]C(=O)OC(C)(C)C.[CH3:41][S:42](Cl)(=[O:44])=[O:43]. No catalyst specified. The product is [NH2:33][C@H:3]1[C@H:2]([NH:1][S:42]([CH3:41])(=[O:44])=[O:43])[C@@H:7]([CH3:8])[CH2:6][C@@H:5]([C:9]2[CH:14]=[CH:13][N:12]=[CH:11][C:10]=2[NH:15][C:16](=[O:32])[C:17]2[CH:22]=[CH:21][C:20]([F:23])=[C:19]([C:24]3[C:25]([F:31])=[CH:26][CH:27]=[CH:28][C:29]=3[F:30])[N:18]=2)[CH2:4]1. The yield is 0.130.